Dataset: Full USPTO retrosynthesis dataset with 1.9M reactions from patents (1976-2016). Task: Predict the reactants needed to synthesize the given product. (1) Given the product [Cl:31][C:32]1[N:33]=[CH:34][N:35]([C:37]2[CH:43]=[CH:42][C:40]([NH:41][C:2]3[N:3]=[C:4]([N:18]4[CH2:19][CH2:20][N:21]([C:24]([O:26][C:27]([CH3:29])([CH3:30])[CH3:28])=[O:25])[CH2:22][CH2:23]4)[C:5]4[CH2:10][CH2:9][CH:8]([C:11]5[CH:12]=[CH:13][C:14]([F:17])=[CH:15][CH:16]=5)[C:6]=4[N:7]=3)=[CH:39][C:38]=2[O:44][CH3:45])[CH:36]=1, predict the reactants needed to synthesize it. The reactants are: Cl[C:2]1[N:3]=[C:4]([N:18]2[CH2:23][CH2:22][N:21]([C:24]([O:26][C:27]([CH3:30])([CH3:29])[CH3:28])=[O:25])[CH2:20][CH2:19]2)[C:5]2[CH2:10][CH2:9][CH:8]([C:11]3[CH:16]=[CH:15][C:14]([F:17])=[CH:13][CH:12]=3)[C:6]=2[N:7]=1.[Cl:31][C:32]1[N:33]=[CH:34][N:35]([C:37]2[CH:43]=[CH:42][C:40]([NH2:41])=[CH:39][C:38]=2[O:44][CH3:45])[CH:36]=1. (2) Given the product [OH:8][CH2:9][CH2:10][CH2:11][CH2:12][N:13]([C:26]1[CH:35]=[CH:34][C:33]2[C:32]([CH3:37])([CH3:36])[CH2:31][CH2:30][C:29]([CH3:39])([CH3:38])[C:28]=2[CH:27]=1)[C:14](=[O:25])[NH:15][C:16]1[CH:24]=[C:43]([CH:19]=[CH:18][CH:17]=1)[C:42]([OH:45])=[O:44], predict the reactants needed to synthesize it. The reactants are: C([O:8][CH2:9][CH2:10][CH2:11][CH2:12][N:13]([C:26]1[CH:35]=[CH:34][C:33]2[C:32]([CH3:37])([CH3:36])[CH2:31][CH2:30][C:29]([CH3:39])([CH3:38])[C:28]=2[CH:27]=1)[C:14](=[O:25])[NH:15][C:16]1[CH:24]=C[C:19](C(O)=O)=[CH:18][CH:17]=1)C1C=CC=CC=1.[H][H].[C:42]([O:45]CC)(=[O:44])[CH3:43]. (3) Given the product [O:1]([C:8]1[CH2:13][CH2:12][C:11]2[C:14]([CH:15]=[CH:16][C:17]3[CH:22]=[CH:21][CH:20]=[CH:19][CH:18]=3)=[N:26][NH:27][C:10]=2[CH:9]=1)[C:2]1[CH:7]=[CH:6][CH:5]=[CH:4][CH:3]=1, predict the reactants needed to synthesize it. The reactants are: [O:1]([C:8]1[CH2:13][CH2:12][CH:11]([C:14](=O)[CH:15]=[CH:16][C:17]2[CH:22]=[CH:21][CH:20]=[CH:19][CH:18]=2)[C:10](=O)[CH:9]=1)[C:2]1[CH:7]=[CH:6][CH:5]=[CH:4][CH:3]=1.O.[NH2:26][NH2:27].C([O-])(O)=O.[Na+]. (4) Given the product [NH:14]1[CH2:15][CH2:16][NH:17][CH2:18][CH:13]1[CH2:12][C:5]1[C:6]2[CH2:7][CH2:8][CH2:9][CH2:10][C:11]=2[C:2](=[O:1])[NH:3][N:4]=1.[F:36][C:37]([F:42])([F:41])[C:38]([OH:40])=[O:39], predict the reactants needed to synthesize it. The reactants are: [O:1]=[C:2]1[C:11]2[CH2:10][CH2:9][CH2:8][CH2:7][C:6]=2[C:5]([CH2:12][CH:13]2[CH2:18][N:17](C(OCC3C=CC=CC=3)=O)[CH2:16][CH2:15][N:14]2C(OC(C)(C)C)=O)=[N:4][NH:3]1.[F:36][C:37]([F:42])([F:41])[C:38]([OH:40])=[O:39]. (5) Given the product [CH3:10][C:11]1[CH:16]=[C:15]([CH3:17])[C:14]([N:18]2[C:25]3[N:21]([N:22]=[C:23]([C:26]4[CH:27]=[N:28][CH:29]=[CH:30][CH:31]=4)[CH:24]=3)[CH:20]=[CH:19]2)=[CH:13][C:12]=1[NH:32][C:33](=[O:50])[C:34]1[CH:39]=[C:38]([S:40]([F:45])([F:44])([F:43])([F:42])[F:41])[CH:37]=[C:36]([C:46]([F:7])([CH3:48])[CH3:47])[CH:35]=1, predict the reactants needed to synthesize it. The reactants are: C(N(S(F)(F)[F:7])CC)C.[CH3:10][C:11]1[CH:16]=[C:15]([CH3:17])[C:14]([N:18]2[C:25]3[N:21]([N:22]=[C:23]([C:26]4[CH:27]=[N:28][CH:29]=[CH:30][CH:31]=4)[CH:24]=3)[CH:20]=[CH:19]2)=[CH:13][C:12]=1[NH:32][C:33](=[O:50])[C:34]1[CH:39]=[C:38]([S:40]([F:45])([F:44])([F:43])([F:42])[F:41])[CH:37]=[C:36]([C:46](O)([CH3:48])[CH3:47])[CH:35]=1.C(=O)(O)[O-].[Na+]. (6) The reactants are: CC(C)([O-])C.[K+].[CH2:7]([O:9][C:10](=[O:30])[CH2:11][CH2:12][N:13]([C:20]([O:22][CH2:23][C:24]1[CH:29]=[CH:28][CH:27]=[CH:26][CH:25]=1)=[O:21])[CH2:14][C:15](OCC)=[O:16])[CH3:8].C(O)(=O)C. Given the product [CH2:7]([O:9][C:10]([CH:11]1[C:15](=[O:16])[CH2:14][N:13]([C:20]([O:22][CH2:23][C:24]2[CH:29]=[CH:28][CH:27]=[CH:26][CH:25]=2)=[O:21])[CH2:12]1)=[O:30])[CH3:8], predict the reactants needed to synthesize it. (7) Given the product [C:1]([C:9]1[O:10][C:11]2[CH:30]=[CH:29][CH:28]=[CH:27][C:12]=2[C:13]=1[C:14]1[CH:19]=[CH:18][C:17]([C:20]2[CH:21]=[CH:22][C:23]([O:26][CH:34]([CH2:36][C:37]3[CH:42]=[CH:41][CH:40]=[CH:39][CH:38]=3)[C:33]([OH:43])=[O:32])=[CH:24][CH:25]=2)=[CH:16][CH:15]=1)(=[O:8])[C:2]1[CH:3]=[CH:4][CH:5]=[CH:6][CH:7]=1, predict the reactants needed to synthesize it. The reactants are: [C:1]([C:9]1[O:10][C:11]2[CH:30]=[CH:29][CH:28]=[CH:27][C:12]=2[C:13]=1[C:14]1[CH:19]=[CH:18][C:17]([C:20]2[CH:25]=[CH:24][C:23]([OH:26])=[CH:22][CH:21]=2)=[CH:16][CH:15]=1)(=[O:8])[C:2]1[CH:7]=[CH:6][CH:5]=[CH:4][CH:3]=1.C[O:32][C:33](=[O:43])[CH:34]([CH2:36][C:37]1[CH:42]=[CH:41][CH:40]=[CH:39][CH:38]=1)O. (8) Given the product [C:11]([C:13]([OH:17])([CH2:14][CH2:15][CH3:16])[C:8]#[C:7][CH:6]([OH:9])[CH3:5])([CH3:18])([CH3:12])[CH3:10], predict the reactants needed to synthesize it. The reactants are: C(Br)C.[Mg].[CH3:5][CH:6]([OH:9])[C:7]#[CH:8].[CH3:10][C:11]([CH3:18])([C:13](=[O:17])[CH2:14][CH2:15][CH3:16])[CH3:12]. (9) Given the product [NH2:24][C:20]1[CH:19]=[C:18]([C@H:11]([N:12]2[CH2:17][CH2:16][N:15]([CH2:34][C:33]3[CH:36]=[CH:37][CH:38]=[C:31]([F:30])[CH:32]=3)[CH2:14][CH2:13]2)[C:8]2[CH:9]=[CH:10][C:5]([C:4]([N:3]([CH2:28][CH3:29])[CH2:1][CH3:2])=[O:27])=[CH:6][CH:7]=2)[CH:23]=[CH:22][CH:21]=1, predict the reactants needed to synthesize it. The reactants are: [CH2:1]([N:3]([CH2:28][CH3:29])[C:4](=[O:27])[C:5]1[CH:10]=[CH:9][C:8]([C@H:11]([C:18]2[CH:23]=[CH:22][CH:21]=[C:20]([N+:24]([O-])=O)[CH:19]=2)[N:12]2[CH2:17][CH2:16][NH:15][CH2:14][CH2:13]2)=[CH:7][CH:6]=1)[CH3:2].[F:30][C:31]1[CH:32]=[C:33]([CH:36]=[CH:37][CH:38]=1)[CH:34]=O.C(O[BH-](OC(=O)C)OC(=O)C)(=O)C.[Na+].C(O)(C(F)(F)F)=O.